Predict the product of the given reaction. From a dataset of Forward reaction prediction with 1.9M reactions from USPTO patents (1976-2016). Given the reactants [C:1]([O:5][C:6]([NH:8][C:9]1[CH:26]=[CH:25][C:12]([O:13][CH2:14][C:15]2[CH:24]=[CH:23][CH:22]=[CH:21][C:16]=2[C:17]([O:19][CH3:20])=[O:18])=[CH:11][C:10]=1[N+:27]([O-])=O)=[O:7])([CH3:4])([CH3:3])[CH3:2].[Cl-].[NH4+].CO, predict the reaction product. The product is: [NH2:27][C:10]1[CH:11]=[C:12]([CH:25]=[CH:26][C:9]=1[NH:8][C:6]([O:5][C:1]([CH3:4])([CH3:3])[CH3:2])=[O:7])[O:13][CH2:14][C:15]1[CH:24]=[CH:23][CH:22]=[CH:21][C:16]=1[C:17]([O:19][CH3:20])=[O:18].